Dataset: Reaction yield outcomes from USPTO patents with 853,638 reactions. Task: Predict the reaction yield, written as a fraction of the theoretical maximum amount of product (1.0 means a 100% yield; for example, 0.34 means a 34% yield). (1) The reactants are C([Li])CCC.[C:6]1([C:12]2[C:16]3[CH:17]=[CH:18][CH:19]=[CH:20][C:15]=3[S:14][CH:13]=2)[CH:11]=[CH:10][CH:9]=[CH:8][CH:7]=1.[C:21]([O:25][CH2:26][CH3:27])(=[O:24])[CH:22]=[O:23].C1(C)C=CC=CC=1. The catalyst is O1CCCC1. The product is [OH:23][CH:22]([C:13]1[S:14][C:15]2[CH:20]=[CH:19][CH:18]=[CH:17][C:16]=2[C:12]=1[C:6]1[CH:7]=[CH:8][CH:9]=[CH:10][CH:11]=1)[C:21]([O:25][CH2:26][CH3:27])=[O:24]. The yield is 0.200. (2) The reactants are [OH:1][C:2]1[CH:3]=[CH:4][CH:5]=[C:6]2[C:10]=1[NH:9][CH:8]=[CH:7]2.C(=O)([O-])[O-].[K+].[K+].I[CH2:18][CH2:19][CH2:20][CH3:21]. The catalyst is C(C(C)=O)C. The product is [CH2:18]([O:1][C:2]1[CH:3]=[CH:4][CH:5]=[C:6]2[C:10]=1[NH:9][CH:8]=[CH:7]2)[CH2:19][CH2:20][CH3:21]. The yield is 0.900. (3) The reactants are [Cl:1][C:2]1[N:11]=[C:10](Cl)[C:9]2[C:4](=[CH:5][CH:6]=[C:7]([I:13])[CH:8]=2)[N:3]=1.[OH-:14].[Na+]. The catalyst is C1COCC1.O.Cl.CCOC(C)=O. The product is [Cl:1][C:2]1[N:11]=[C:10]([OH:14])[C:9]2[C:4](=[CH:5][CH:6]=[C:7]([I:13])[CH:8]=2)[N:3]=1. The yield is 1.00. (4) The reactants are [C:1]([C:3]1[CH:4]=[C:5]([CH2:9][CH2:10][C:11]([O:13][C:14]([CH3:17])([CH3:16])[CH3:15])=[O:12])[CH:6]=[CH:7][CH:8]=1)#[N:2].[C:18](OC)(=[O:26])[C:19]1[C:20](=[CH:22][CH:23]=[CH:24][CH:25]=1)[SH:21].C(N(CC)CC)C. The catalyst is C1(C)C=CC=CC=1. The product is [O:26]=[C:18]1[C:19]2[CH:25]=[CH:24][CH:23]=[CH:22][C:20]=2[S:21][C:1]([C:3]2[CH:4]=[C:5]([CH2:9][CH2:10][C:11]([O:13][C:14]([CH3:17])([CH3:16])[CH3:15])=[O:12])[CH:6]=[CH:7][CH:8]=2)=[N:2]1. The yield is 0.160. (5) The reactants are [Cl:1][C:2]1[CH:7]=[CH:6][C:5]([C:8]2[C:9]([C:16]3[CH:21]=[CH:20][CH:19]=[CH:18][CH:17]=3)=[CH:10][N:11]3[C:15]=2[CH2:14][CH2:13][CH2:12]3)=[CH:4][CH:3]=1.C(N(CC)CC)C.[O:29]=[C:30](Cl)[O:31][C:32](Cl)(Cl)Cl.CO. The catalyst is C1COCC1. The product is [Cl:1][C:2]1[CH:3]=[CH:4][C:5]([C:8]2[C:9]([C:16]3[CH:17]=[CH:18][CH:19]=[CH:20][CH:21]=3)=[C:10]([C:30]([O:31][CH3:32])=[O:29])[N:11]3[C:15]=2[CH2:14][CH2:13][CH2:12]3)=[CH:6][CH:7]=1. The yield is 0.983. (6) The reactants are C(OC(=O)[NH:7][C:8]1[CH:13]=[CH:12][C:11]([C:14]2[N:18]=[C:17]([C:19]3[CH:24]=[CH:23][C:22]([O:25][C:26]([F:29])([F:28])[F:27])=[CH:21][CH:20]=3)[O:16][N:15]=2)=[CH:10][CH:9]=1)(C)(C)C.C(OC(=O)NC1C=CC(C(=N)NO)=CC=1)(C)(C)C.FC(F)(F)OC1C=CC(C=O)=CC=1. The catalyst is C(O)(=O)C.C(Cl)(Cl)Cl. The product is [F:29][C:26]([F:27])([F:28])[O:25][C:22]1[CH:21]=[CH:20][C:19]([C:17]2[O:16][N:15]=[C:14]([C:11]3[CH:12]=[CH:13][C:8]([NH2:7])=[CH:9][CH:10]=3)[N:18]=2)=[CH:24][CH:23]=1. The yield is 0.150.